From a dataset of Peptide-MHC class I binding affinity with 185,985 pairs from IEDB/IMGT. Regression. Given a peptide amino acid sequence and an MHC pseudo amino acid sequence, predict their binding affinity value. This is MHC class I binding data. (1) The peptide sequence is TEWPQLKVA. The MHC is HLA-A69:01 with pseudo-sequence HLA-A69:01. The binding affinity (normalized) is 0.0847. (2) The peptide sequence is VLYDPETDK. The MHC is HLA-A02:19 with pseudo-sequence HLA-A02:19. The binding affinity (normalized) is 0.324. (3) The peptide sequence is KSSFYRNLL. The MHC is Mamu-A02 with pseudo-sequence Mamu-A02. The binding affinity (normalized) is 0.968. (4) The peptide sequence is TRKIRSEEL. The MHC is HLA-B08:01 with pseudo-sequence HLA-B08:01. The binding affinity (normalized) is 0.282. (5) The peptide sequence is DYKECEWPL. The MHC is HLA-B58:01 with pseudo-sequence HLA-B58:01. The binding affinity (normalized) is 0.0847. (6) The peptide sequence is KPFNNILNL. The MHC is HLA-A33:01 with pseudo-sequence HLA-A33:01. The binding affinity (normalized) is 0.107. (7) The peptide sequence is IEDPPFNSL. The binding affinity (normalized) is 0. The MHC is HLA-B53:01 with pseudo-sequence HLA-B53:01.